Dataset: Full USPTO retrosynthesis dataset with 1.9M reactions from patents (1976-2016). Task: Predict the reactants needed to synthesize the given product. (1) Given the product [CH:1]1([CH2:4][O:5][C:6]2[N:7]=[CH:8][C:9]([NH2:12])=[CH:10][CH:11]=2)[CH2:2][CH2:3]1, predict the reactants needed to synthesize it. The reactants are: [CH:1]1([CH2:4][O:5][C:6]2[CH:11]=[CH:10][C:9]([N+:12]([O-])=O)=[CH:8][N:7]=2)[CH2:3][CH2:2]1.C(N)CN. (2) Given the product [CH2:23]([O:24][C:25]([CH:27]1[CH2:32][CH2:31][N:30]([C:6]([C:3]2([C:2]([F:10])([F:9])[F:1])[CH2:5][CH2:4]2)=[O:7])[CH2:29][CH2:28]1)=[O:26])[CH3:11], predict the reactants needed to synthesize it. The reactants are: [F:1][C:2]([F:10])([F:9])[C:3]1([C:6](O)=[O:7])[CH2:5][CH2:4]1.[C:11](N1C=CN=C1)(N1C=CN=C1)=O.[CH3:23][O:24][C:25]([CH:27]1[CH2:32][CH2:31][NH:30][CH2:29][CH2:28]1)=[O:26].O. (3) Given the product [CH3:1][CH:2]([CH2:17][CH2:18][CH:19]=[C:20]([CH3:21])[CH3:22])[CH2:3][CH2:4][O:5][C:6](=[O:16])[CH:7]=[CH:8][C:9]1[CH:14]=[CH:13][CH:12]=[CH:11][C:10]=1[O:15][C:30]([O:32][CH2:33][CH2:34][CH:35]([CH3:36])[CH2:37][CH2:38][CH:39]=[C:40]([CH3:42])[CH3:41])=[O:31], predict the reactants needed to synthesize it. The reactants are: [CH3:1][CH:2]([CH2:17][CH2:18][CH:19]=[C:20]([CH3:22])[CH3:21])[CH2:3][CH2:4][O:5][C:6](=[O:16])[CH:7]=[CH:8][C:9]1[CH:14]=[CH:13][CH:12]=[CH:11][C:10]=1[OH:15].N1C=CC=CC=1.Cl[C:30]([O:32][CH2:33][CH2:34][CH:35]([CH2:37][CH2:38][CH:39]=[C:40]([CH3:42])[CH3:41])[CH3:36])=[O:31]. (4) Given the product [CH3:1][O:2][CH2:3][C@H:4]([CH3:32])[O:5][C:6]1[CH:7]=[C:8]([C:34]2[N:38]([C:39]([O:41][C:42]([CH3:43])([CH3:44])[CH3:45])=[O:40])[C:37]([C:46]([O:48][CH2:49][CH3:50])=[O:47])=[CH:36][CH:35]=2)[CH:9]=[C:10]([O:12][C:13]2[CH:18]=[CH:17][C:16]([S:19]([CH3:22])(=[O:21])=[O:20])=[CH:15][CH:14]=2)[CH:11]=1, predict the reactants needed to synthesize it. The reactants are: [CH3:1][O:2][CH2:3][C@H:4]([CH3:32])[O:5][C:6]1[CH:7]=[C:8](B2OC(C)(C)C(C)(C)O2)[CH:9]=[C:10]([O:12][C:13]2[CH:18]=[CH:17][C:16]([S:19]([CH3:22])(=[O:21])=[O:20])=[CH:15][CH:14]=2)[CH:11]=1.Br[C:34]1[N:38]([C:39]([O:41][C:42]([CH3:45])([CH3:44])[CH3:43])=[O:40])[C:37]([C:46]([O:48][CH2:49][CH3:50])=[O:47])=[CH:36][CH:35]=1.C(=O)([O-])[O-].[K+].[K+].O. (5) Given the product [CH3:10][N:6]1[C:5]2[CH:11]=[CH:12][C:2]([B:13]3[O:17][C:16]([CH3:19])([CH3:18])[C:15]([CH3:21])([CH3:20])[O:14]3)=[CH:3][C:4]=2[NH:8][C:7]1=[O:9], predict the reactants needed to synthesize it. The reactants are: Br[C:2]1[CH:12]=[CH:11][C:5]2[N:6]([CH3:10])[C:7](=[O:9])[NH:8][C:4]=2[CH:3]=1.[B:13]1([B:13]2[O:17][C:16]([CH3:19])([CH3:18])[C:15]([CH3:21])([CH3:20])[O:14]2)[O:17][C:16]([CH3:19])([CH3:18])[C:15]([CH3:21])([CH3:20])[O:14]1.C([O-])(=O)C.[K+]. (6) Given the product [F:24][C:12]1[CH:13]=[C:14]([O:17][C:18]2[CH:19]=[CH:20][CH:21]=[CH:22][CH:23]=2)[CH:15]=[CH:16][C:11]=1[C:10]1[C:3]2[C:4](=[N:5][CH:6]=[N:7][C:2]=2[NH2:1])[N:8]([CH2:25][C@H:26]2[CH2:30][CH2:29][CH2:28][NH:27]2)[N:9]=1, predict the reactants needed to synthesize it. The reactants are: [NH2:1][C:2]1[N:7]=[CH:6][N:5]=[C:4]2[N:8]([CH2:25][C@H:26]3[CH2:30][CH2:29][CH2:28][N:27]3C(OC(C)(C)C)=O)[N:9]=[C:10]([C:11]3[CH:16]=[CH:15][C:14]([O:17][C:18]4[CH:23]=[CH:22][CH:21]=[CH:20][CH:19]=4)=[CH:13][C:12]=3[F:24])[C:3]=12.FC(F)(F)C(O)=O.